This data is from Full USPTO retrosynthesis dataset with 1.9M reactions from patents (1976-2016). The task is: Predict the reactants needed to synthesize the given product. (1) Given the product [NH:54]1[CH:53]=[C:52]([CH:49]2[CH2:50][CH2:51][C:46]([C:2]3[CH:7]=[C:6]([NH2:8])[N:5]4[N:25]=[CH:26][C:27]([C:28]5[CH:29]=[N:30][C:31]6[C:36]([CH:37]=5)=[CH:35][CH:34]=[CH:33][CH:32]=6)=[C:4]4[N:3]=3)=[CH:47][CH2:48]2)[CH:56]=[N:55]1, predict the reactants needed to synthesize it. The reactants are: Cl[C:2]1[CH:7]=[C:6]([N:8](COCC[Si](C)(C)C)COCC[Si](C)(C)C)[N:5]2[N:25]=[CH:26][C:27]([C:28]3[CH:29]=[N:30][C:31]4[C:36]([CH:37]=3)=[CH:35][CH:34]=[CH:33][CH:32]=4)=[C:4]2[N:3]=1.CC1(C)C(C)(C)OB([C:46]2[CH2:51][CH2:50][CH:49]([C:52]3[CH:53]=[N:54][N:55](COCC[Si](C)(C)C)[CH:56]=3)[CH2:48][CH:47]=2)O1.[O-]P([O-])([O-])=O.[K+].[K+].[K+].C(Cl)Cl. (2) Given the product [Br:2][CH:12]([CH3:13])[C:11](=[O:15])[CH2:10][C:6]1[CH:7]=[CH:8][CH:9]=[C:4]([Br:3])[CH:5]=1, predict the reactants needed to synthesize it. The reactants are: [Na+].[Br-:2].[Br:3][C:4]1[CH:5]=[C:6]([CH2:10][C:11](=[O:15])[CH:12](Cl)[CH3:13])[CH:7]=[CH:8][CH:9]=1.